From a dataset of Reaction yield outcomes from USPTO patents with 853,638 reactions. Predict the reaction yield, written as a fraction of the theoretical maximum amount of product (1.0 means a 100% yield; for example, 0.34 means a 34% yield). (1) The reactants are Br[CH:2]=[C:3]1[C:9]2=[N:10][CH:11]=[CH:12][CH:13]=[C:8]2[CH2:7][CH2:6][C:5]2[CH:14]=[C:15]([Cl:18])[CH:16]=[CH:17][C:4]1=2.[CH3:19][S:20]([NH:23][C:24]1[CH:25]=[C:26](B(O)O)[CH:27]=[CH:28][CH:29]=1)(=[O:22])=[O:21]. No catalyst specified. The product is [Cl:18][C:15]1[CH:16]=[CH:17][C:4]2[C:3](=[CH:2][C:28]3[CH:29]=[C:24]([NH:23][S:20]([CH3:19])(=[O:21])=[O:22])[CH:25]=[CH:26][CH:27]=3)[C:9]3=[N:10][CH:11]=[CH:12][CH:13]=[C:8]3[CH2:7][CH2:6][C:5]=2[CH:14]=1. The yield is 0.530. (2) The reactants are [C:1]([O:5][C:6]([NH:8][C@@H:9]([CH2:13][CH:14]([N:16]([CH3:18])[CH3:17])[CH3:15])[C:10]([OH:12])=[O:11])=[O:7])([CH3:4])([CH3:3])[CH3:2].CN1CCOCC1.ClC(O[CH2:30][CH:31]([CH3:33])[CH3:32])=O.[OH-].[NH4+]. The catalyst is C1COCC1. The product is [CH2:30]([O:11][C:10](=[O:12])[C@@H:9]([NH:8][C:6]([O:5][C:1]([CH3:3])([CH3:2])[CH3:4])=[O:7])[CH2:13][CH:14]([N:16]([CH3:18])[CH3:17])[CH3:15])[CH:31]([CH3:33])[CH3:32]. The yield is 0.760. (3) The reactants are [C:1]([OH:13])(=[O:12])/[CH:2]=[CH:3]/[C:4]1[CH:11]=[CH:10][C:8]([OH:9])=[C:6]([OH:7])[CH:5]=1.[CH3:14]C1C=CC(S(O)(=O)=O)=CC=1.COC(OC)(C)C. The catalyst is CO. The product is [C:1]([O:13][CH3:14])(=[O:12])/[CH:2]=[CH:3]/[C:4]1[CH:11]=[CH:10][C:8]([OH:9])=[C:6]([OH:7])[CH:5]=1. The yield is 0.980. (4) The reactants are Cl[C:2]1[CH:7]=[CH:6][N:5]2[N:8]=[CH:9][C:10]([C:11]([O:13][CH3:14])=[O:12])=[C:4]2[N:3]=1.[F:15][C:16]1[CH:17]=[C:18]([CH:21]=[CH:22][CH:23]=1)[CH2:19][NH2:20].C(N(CC)C(C)C)(C)C. The catalyst is C(O)C. The product is [F:15][C:16]1[CH:17]=[C:18]([CH:21]=[CH:22][CH:23]=1)[CH2:19][NH:20][C:2]1[CH:7]=[CH:6][N:5]2[N:8]=[CH:9][C:10]([C:11]([O:13][CH3:14])=[O:12])=[C:4]2[N:3]=1. The yield is 0.800. (5) The reactants are [NH:1]1[C:9]2[C:4](=[CH:5][CH:6]=[CH:7][CH:8]=2)[CH2:3][C@H:2]1[C:10](O)=[O:11].CO.Cl. The catalyst is C1COCC1. The product is [NH:1]1[C:9]2[C:4](=[CH:5][CH:6]=[CH:7][CH:8]=2)[CH2:3][C@H:2]1[CH2:10][OH:11]. The yield is 0.870. (6) The reactants are [C:1]([O:5][C:6]([NH:8][CH:9]([C@H:22]([CH3:30])[CH2:23][CH:24]([CH3:29])[CH2:25][CH2:26][CH:27]=[CH2:28])[C:10]([N:12]1[CH2:16][C@H:15]([OH:17])[CH2:14][C@H:13]1[C:18]([O:20]C)=[O:19])=[O:11])=[O:7])([CH3:4])([CH3:3])[CH3:2].[Li+].[OH-].CO. The catalyst is C1COCC1.O. The product is [C:1]([O:5][C:6]([NH:8][CH:9]([C@H:22]([CH3:30])[CH2:23][CH:24]([CH3:29])[CH2:25][CH2:26][CH:27]=[CH2:28])[C:10]([N:12]1[CH2:16][C@H:15]([OH:17])[CH2:14][C@H:13]1[C:18]([OH:20])=[O:19])=[O:11])=[O:7])([CH3:4])([CH3:3])[CH3:2]. The yield is 0.850. (7) The reactants are [Br:1][C:2]1[CH:11]=[C:10]2[C:5]([C:6]3[CH:16]=[CH:15][C:14]([Br:17])=[CH:13][C:7]=3[C:8](=O)[O:9]2)=[CH:4][CH:3]=1.[Li+].[BH4-]. The catalyst is C1COCC1. The product is [Br:1][C:2]1[CH:11]=[C:10]2[C:5]([C:6]3[CH:16]=[CH:15][C:14]([Br:17])=[CH:13][C:7]=3[CH2:8][O:9]2)=[CH:4][CH:3]=1. The yield is 0.860.